This data is from Reaction yield outcomes from USPTO patents with 853,638 reactions. The task is: Predict the reaction yield, written as a fraction of the theoretical maximum amount of product (1.0 means a 100% yield; for example, 0.34 means a 34% yield). The reactants are Cl[CH2:2][N:3]1[CH2:8][CH2:7][N:6]([CH2:9][CH3:10])[C:5](=[O:11])[C:4]1=[O:12].[C:13]([O-:16])(=[S:15])[CH3:14].[K+]. No catalyst specified. The product is [C:13]([S:15][CH2:2][N:3]1[CH2:8][CH2:7][N:6]([CH2:9][CH3:10])[C:5](=[O:11])[C:4]1=[O:12])(=[O:16])[CH3:14]. The yield is 0.440.